Dataset: Catalyst prediction with 721,799 reactions and 888 catalyst types from USPTO. Task: Predict which catalyst facilitates the given reaction. (1) Reactant: [CH:1]1([CH2:4][N:5]2[C:9]3[CH:10]=[C:11]([C:17]([F:20])([F:19])[F:18])[CH:12]=[C:13]([CH:14]([OH:16])[CH3:15])[C:8]=3[N:7]=[CH:6]2)[CH2:3][CH2:2]1.N12CCCN=C1CCCCC2.[Cl:32][C:33]([Cl:37])([Cl:36])[C:34]#[N:35]. Product: [Cl:32][C:33]([Cl:37])([Cl:36])[C:34](=[NH:35])[O:16][CH:14]([C:13]1[C:8]2[N:7]=[CH:6][N:5]([CH2:4][CH:1]3[CH2:3][CH2:2]3)[C:9]=2[CH:10]=[C:11]([C:17]([F:19])([F:20])[F:18])[CH:12]=1)[CH3:15]. The catalyst class is: 27. (2) Product: [O:14]1[C:10]2([CH2:15][CH2:16][CH:7]([CH:4]([N:2]([CH3:3])[CH3:1])[C:5]3[CH:26]=[CH:27][CH:28]=[C:23]([F:22])[CH:24]=3)[CH2:8][CH2:9]2)[O:11][CH2:12][CH2:13]1. Reactant: [CH3:1][N:2]([CH:4]([CH:7]1[CH2:16][CH2:15][C:10]2([O:14][CH2:13][CH2:12][O:11]2)[CH2:9][CH2:8]1)[C:5]#N)[CH3:3].C1COCC1.[F:22][C:23]1[CH:24]=C([Mg]Br)[CH:26]=[CH:27][CH:28]=1.[Cl-].[NH4+]. The catalyst class is: 280. (3) Reactant: C[O:2][C:3](=O)[C:4]1[CH:9]=[C:8]([O:10][Si:11]([C:14]([CH3:17])([CH3:16])[CH3:15])([CH3:13])[CH3:12])[CH:7]=[CH:6][C:5]=1[O:18][CH2:19][CH:20]([CH3:22])[CH3:21].CC(C[AlH]CC(C)C)C.[C@H](O)(C([O-])=O)[C@@H](O)C([O-])=O.[Na+].[K+].Cl. Product: [C:14]([Si:11]([CH3:12])([CH3:13])[O:10][C:8]1[CH:7]=[CH:6][C:5]([O:18][CH2:19][CH:20]([CH3:21])[CH3:22])=[C:4]([CH2:3][OH:2])[CH:9]=1)([CH3:16])([CH3:17])[CH3:15]. The catalyst class is: 11. (4) Product: [Cl:17][C:18]1[N:19]=[CH:20][C:21]([CH2:24][NH:25][C:2]2[CH:7]=[C:6]([C:8]3[CH:13]=[CH:12][CH:11]=[C:10]([CH3:14])[C:9]=3[CH3:15])[N:5]=[C:4]([NH2:16])[N:3]=2)=[N:22][CH:23]=1. Reactant: Cl[C:2]1[CH:7]=[C:6]([C:8]2[CH:13]=[CH:12][CH:11]=[C:10]([CH3:14])[C:9]=2[CH3:15])[N:5]=[C:4]([NH2:16])[N:3]=1.[Cl:17][C:18]1[N:19]=[CH:20][C:21]([CH2:24][NH2:25])=[N:22][CH:23]=1.CCN(CC)CC.C(O)CCC. The catalyst class is: 5.